This data is from Retrosynthesis with 50K atom-mapped reactions and 10 reaction types from USPTO. The task is: Predict the reactants needed to synthesize the given product. (1) Given the product CC(=O)c1ccc(C(=O)Nc2ccc3[nH]cc(C4CCN(C)CC4)c3c2)cc1, predict the reactants needed to synthesize it. The reactants are: CC(=O)c1ccc(C(=O)O)cc1.CN1CCC(c2c[nH]c3ccc(N)cc23)CC1. (2) Given the product N#CCCC[N+]12CCC(C(C#N)(c3ccccc3)c3ccccc3)(CC1)C2, predict the reactants needed to synthesize it. The reactants are: N#CC(c1ccccc1)(c1ccccc1)C12CCN(CC1)C2.N#CCCCBr. (3) Given the product CCCC(C)n1ccc2cc(O)ccc21, predict the reactants needed to synthesize it. The reactants are: CCCC(C)n1ccc2cc(OCc3ccccc3)ccc21. (4) Given the product Cc1nn(CC(F)(F)COC(=O)CN)c(-c2ccc(F)cc2)c1-c1ccc2c(c1)NC(=O)CO2, predict the reactants needed to synthesize it. The reactants are: Cc1nn(CC(F)(F)COC(=O)CNC(=O)OC(C)(C)C)c(-c2ccc(F)cc2)c1-c1ccc2c(c1)NC(=O)CO2. (5) Given the product CN(C(=O)OCc1ccccc1)[C@@H](CCCCO)C(=O)OCc1ccccc1, predict the reactants needed to synthesize it. The reactants are: BrCc1ccccc1.CN(C(=O)OCc1ccccc1)[C@@H](CCCCO)C(=O)O. (6) Given the product CC(C)C(=O)Nc1cccc(C2CCN(CCCc3c(-c4cccc(F)c4)[nH]c4c3ccc3ccccc34)CC2)c1, predict the reactants needed to synthesize it. The reactants are: CC(C)C(=O)Nc1cccc(C2CCN(CCCCC(=O)c3cccc(F)c3)CC2)c1.NNc1cccc2ccccc12. (7) Given the product CC(C)c1ccc(CN2C(=O)[C@H](NC(=O)OC(C)(C)C)COc3ccccc32)cc1, predict the reactants needed to synthesize it. The reactants are: CC(C)(C)OC(=O)N[C@@H]1COc2ccccc2NC1=O.CC(C)c1ccc(CCl)cc1. (8) Given the product COC(=O)[C@H]1C[C@@H](O)CCN1C(=O)OC(C)(C)C, predict the reactants needed to synthesize it. The reactants are: CC(C)(C)OC(=O)OC(=O)OC(C)(C)C.COC(=O)[C@H]1C[C@@H](O)CCN1. (9) Given the product O=C(O)c1ccc(NC(=O)N2CCCC(C3(Cc4cccc(Cl)c4)C(=O)Nc4cc(Cl)ccc43)C2)cc1, predict the reactants needed to synthesize it. The reactants are: COC(=O)c1ccc(NC(=O)N2CCCC(C3(Cc4cccc(Cl)c4)C(=O)Nc4cc(Cl)ccc43)C2)cc1. (10) Given the product C[C@@H](N)c1ccccc1, predict the reactants needed to synthesize it. The reactants are: O=C(O)Cc1coc2cc(O)ccc12.